From a dataset of Forward reaction prediction with 1.9M reactions from USPTO patents (1976-2016). Predict the product of the given reaction. (1) The product is: [OH:2][C:3]1[C:11]2[O:10][C:9]([C:12]([OH:14])=[O:13])=[CH:8][C:7]=2[CH:6]=[C:5]([N+:17]([O-:19])=[O:18])[CH:4]=1. Given the reactants C[O:2][C:3]1[C:11]2[O:10][C:9]([C:12]([O:14]CC)=[O:13])=[CH:8][C:7]=2[CH:6]=[C:5]([N+:17]([O-:19])=[O:18])[CH:4]=1.Br.O, predict the reaction product. (2) Given the reactants [NH2:1][O:2][CH:3]1[CH2:8][CH2:7][N:6]([C:9]([O:11][C:12]([CH3:15])([CH3:14])[CH3:13])=[O:10])[CH2:5][CH2:4]1.ClC([O:19][C:20](Cl)(Cl)Cl)=O.C.[F:25][C:26]1[CH:32]=[CH:31][C:29]([NH2:30])=[CH:28][CH:27]=1.C(N(CC)C(C)C)(C)C, predict the reaction product. The product is: [F:25][C:26]1[CH:32]=[CH:31][C:29]([NH:30][C:20](=[O:19])[NH:1][O:2][CH:3]2[CH2:4][CH2:5][N:6]([C:9]([O:11][C:12]([CH3:15])([CH3:14])[CH3:13])=[O:10])[CH2:7][CH2:8]2)=[CH:28][CH:27]=1. (3) Given the reactants Br[CH2:2][C:3]1[C:12]2[C:7](=[CH:8][CH:9]=[C:10]([C:13]3[CH:18]=[CH:17][CH:16]=[CH:15][C:14]=3[O:19][CH3:20])[CH:11]=2)[NH:6][C:5]([CH3:22])([CH3:21])[CH:4]=1.CN(C=O)C.[N-:28]=[N+:29]=[N-:30].[Na+], predict the reaction product. The product is: [N:28]([CH2:2][C:3]1[C:12]2[C:7](=[CH:8][CH:9]=[C:10]([C:13]3[CH:18]=[CH:17][CH:16]=[CH:15][C:14]=3[O:19][CH3:20])[CH:11]=2)[NH:6][C:5]([CH3:22])([CH3:21])[CH:4]=1)=[N+:29]=[N-:30]. (4) Given the reactants [CH:1]1([C:5]([C:7]2[CH:11]=[CH:10][S:9][CH:8]=2)=O)[CH2:4][CH2:3][CH2:2]1.[BH3-]C#[N:14].[Na+], predict the reaction product. The product is: [CH:1]1([CH:5]([C:7]2[CH:11]=[CH:10][S:9][CH:8]=2)[NH2:14])[CH2:4][CH2:3][CH2:2]1. (5) Given the reactants [NH2:1][C:2]1[CH:3]=[CH:4][CH:5]=[C:6]2[C:11]=1[CH:10]=[C:9]([OH:12])[CH:8]=[CH:7]2.[CH:13](=O)[C:14]1[CH:19]=[CH:18][CH:17]=[CH:16][CH:15]=1.[O-]S([O-])(=O)=O.[Na+].[Na+], predict the reaction product. The product is: [C:14]1(/[CH:13]=[N:1]/[C:2]2[CH:3]=[CH:4][CH:5]=[C:6]3[C:11]=2[CH:10]=[C:9]([OH:12])[CH:8]=[CH:7]3)[CH:19]=[CH:18][CH:17]=[CH:16][CH:15]=1. (6) Given the reactants [OH-].[Na+].[Cl:3][C:4]1[CH:12]=[C:11]2[C:7]([C:8]([NH:13][C:14](=[O:22])/[CH:15]=[CH:16]/[C:17]([O:19]CC)=[O:18])=[N:9][NH:10]2)=[CH:6][CH:5]=1.Cl.C(OCC)(=O)C, predict the reaction product. The product is: [Cl:3][C:4]1[CH:12]=[C:11]2[C:7]([C:8]([NH:13][C:14](=[O:22])[CH:15]=[CH:16][C:17]([OH:19])=[O:18])=[N:9][NH:10]2)=[CH:6][CH:5]=1.